Task: Predict which catalyst facilitates the given reaction.. Dataset: Catalyst prediction with 721,799 reactions and 888 catalyst types from USPTO Reactant: [CH3:1][N:2]1[C:6]([N+:7]([O-:9])=[O:8])=[C:5]([C:10]([OH:12])=O)[CH:4]=[N:3]1.C(Cl)(C(Cl)=O)=O.[F:19][C:20]1[CH:21]=[C:22]([CH:26]=[CH:27][CH:28]=1)[CH2:23][CH2:24][NH2:25]. Product: [F:19][C:20]1[CH:21]=[C:22]([CH2:23][CH2:24][NH:25][C:10]([C:5]2[CH:4]=[N:3][N:2]([CH3:1])[C:6]=2[N+:7]([O-:9])=[O:8])=[O:12])[CH:26]=[CH:27][CH:28]=1. The catalyst class is: 298.